This data is from Catalyst prediction with 721,799 reactions and 888 catalyst types from USPTO. The task is: Predict which catalyst facilitates the given reaction. (1) Reactant: [O:1]1[C:5]2[CH:6]=[CH:7][C:8]([C:10]3[CH2:11][CH2:12][CH2:13][N:14]=3)=[CH:9][C:4]=2[O:3][CH2:2]1.B(F)(F)F.[CH3:19]COCC.C[Li].[Cl-].[NH4+].[OH-].[Na+]. Product: [O:1]1[C:5]2[CH:6]=[CH:7][C:8]([C:10]3([CH3:19])[CH2:11][CH2:12][CH2:13][NH:14]3)=[CH:9][C:4]=2[O:3][CH2:2]1. The catalyst class is: 677. (2) Reactant: [C:1]1([CH2:7][CH2:8][CH2:9][O:10][C:11]2[CH:12]=[C:13]([CH:29]=[CH:30][CH:31]=2)[C:14]([N:16]2[CH2:21][CH2:20][N:19](C(OC(C)(C)C)=O)[CH2:18][CH2:17]2)=[O:15])[CH:6]=[CH:5][CH:4]=[CH:3][CH:2]=1.[ClH:32].CCOC(C)=O. Product: [ClH:32].[C:1]1([CH2:7][CH2:8][CH2:9][O:10][C:11]2[CH:12]=[C:13]([CH:29]=[CH:30][CH:31]=2)[C:14]([N:16]2[CH2:21][CH2:20][NH:19][CH2:18][CH2:17]2)=[O:15])[CH:6]=[CH:5][CH:4]=[CH:3][CH:2]=1. The catalyst class is: 25. (3) Reactant: [OH-].[Na+].[CH2:3]([NH:10][C:11](=[O:34])[N:12]([C:14]1[CH:15]=[C:16]([C:20]2[CH:25]=[CH:24][C:23]([CH2:26][CH2:27][C:28]([O:30]C)=[O:29])=[CH:22][C:21]=2[O:32][CH3:33])[CH:17]=[CH:18][CH:19]=1)[CH3:13])[CH2:4][CH2:5][CH2:6][CH2:7][CH2:8][CH3:9].O.C(O)(=O)C. Product: [CH2:3]([NH:10][C:11](=[O:34])[N:12]([C:14]1[CH:15]=[C:16]([C:20]2[CH:25]=[CH:24][C:23]([CH2:26][CH2:27][C:28]([OH:30])=[O:29])=[CH:22][C:21]=2[O:32][CH3:33])[CH:17]=[CH:18][CH:19]=1)[CH3:13])[CH2:4][CH2:5][CH2:6][CH2:7][CH2:8][CH3:9]. The catalyst class is: 83. (4) Reactant: COC[O:4][C:5]1[CH:10]=[CH:9][C:8]([CH:11]([CH3:17])[C:12]([O:14][CH2:15][CH3:16])=[O:13])=[CH:7][CH:6]=1.FC(F)(F)C(O)=O.C(=O)(O)[O-].[Na+].O. The catalyst class is: 2. Product: [OH:4][C:5]1[CH:6]=[CH:7][C:8]([CH:11]([CH3:17])[C:12]([O:14][CH2:15][CH3:16])=[O:13])=[CH:9][CH:10]=1. (5) Reactant: [CH3:1][C:2]1([CH3:22])[C:11]2[CH:12]=[CH:13][C:14]([CH3:15])=[C:9]3[C:10]=2[N:5]2[C:6](=[N:20][CH:21]=[C:4]2[CH2:3]1)[C:7]1[CH:19]=[CH:18][CH:17]=[CH:16][C:8]=13.[Br:23]N1C(=O)CCC1=O. Product: [Br:23][C:21]1[N:20]=[C:6]2[N:5]3[C:10]4=[C:11]([CH:12]=[CH:13][C:14]([CH3:15])=[C:9]4[C:8]4[CH:16]=[CH:17][CH:18]=[CH:19][C:7]2=4)[C:2]([CH3:22])([CH3:1])[CH2:3][C:4]=13. The catalyst class is: 46. (6) Reactant: [CH:1]1([NH:4][C:5]2[C:10]([C:11]([O:13]CC)=[O:12])=[CH:9][C:8]([F:16])=[C:7]([N:17]3[CH2:21][CH2:20][CH2:19][CH2:18]3)[N:6]=2)[CH2:3][CH2:2]1.[OH-].[Na+].CO.Cl. Product: [CH:1]1([NH:4][C:5]2[C:10]([C:11]([OH:13])=[O:12])=[CH:9][C:8]([F:16])=[C:7]([N:17]3[CH2:21][CH2:20][CH2:19][CH2:18]3)[N:6]=2)[CH2:3][CH2:2]1. The catalyst class is: 90. (7) Reactant: [C:1]([N:5]1[C:9]([Cl:10])=[C:8]([CH2:11]O)[C:7]([C:13]([F:16])([F:15])[F:14])=[N:6]1)([CH3:4])([CH3:3])[CH3:2].P(Br)(Br)[Br:18]. Product: [Br:18][CH2:11][C:8]1[C:7]([C:13]([F:16])([F:15])[F:14])=[N:6][N:5]([C:1]([CH3:4])([CH3:3])[CH3:2])[C:9]=1[Cl:10]. The catalyst class is: 27.